From a dataset of NCI-60 drug combinations with 297,098 pairs across 59 cell lines. Regression. Given two drug SMILES strings and cell line genomic features, predict the synergy score measuring deviation from expected non-interaction effect. (1) Drug 1: C1=CC(=CC=C1CCCC(=O)O)N(CCCl)CCCl. Drug 2: CCCS(=O)(=O)NC1=C(C(=C(C=C1)F)C(=O)C2=CNC3=C2C=C(C=N3)C4=CC=C(C=C4)Cl)F. Cell line: HT29. Synergy scores: CSS=40.4, Synergy_ZIP=-5.15, Synergy_Bliss=-1.34, Synergy_Loewe=-12.7, Synergy_HSA=1.70. (2) Cell line: COLO 205. Drug 2: CCCCCOC(=O)NC1=NC(=O)N(C=C1F)C2C(C(C(O2)C)O)O. Drug 1: CC1=C2C(C(=O)C3(C(CC4C(C3C(C(C2(C)C)(CC1OC(=O)C(C(C5=CC=CC=C5)NC(=O)OC(C)(C)C)O)O)OC(=O)C6=CC=CC=C6)(CO4)OC(=O)C)OC)C)OC. Synergy scores: CSS=64.7, Synergy_ZIP=15.7, Synergy_Bliss=15.7, Synergy_Loewe=-2.90, Synergy_HSA=14.8.